This data is from Catalyst prediction with 721,799 reactions and 888 catalyst types from USPTO. The task is: Predict which catalyst facilitates the given reaction. Reactant: [CH3:1][O:2][C:3](=[O:23])[C:4]1[CH:9]=[C:8]([NH:10][C:11](=O)[CH:12]([CH3:14])[CH3:13])[CH:7]=[C:6]([C:16]2[CH:21]=[CH:20][C:19]([Cl:22])=[CH:18][N:17]=2)[CH:5]=1.[N-:24]=[N+:25]=[N-:26].[Na+].[Si](Cl)(Cl)(Cl)Cl.C([O-])(O)=O.[Na+]. Product: [CH3:1][O:2][C:3](=[O:23])[C:4]1[CH:9]=[C:8]([N:10]2[C:11]([CH:12]([CH3:14])[CH3:13])=[N:26][N:25]=[N:24]2)[CH:7]=[C:6]([C:16]2[CH:21]=[CH:20][C:19]([Cl:22])=[CH:18][N:17]=2)[CH:5]=1. The catalyst class is: 10.